Binary Classification. Given a miRNA mature sequence and a target amino acid sequence, predict their likelihood of interaction. From a dataset of Experimentally validated miRNA-target interactions with 360,000+ pairs, plus equal number of negative samples. (1) The miRNA is hsa-miR-6749-3p with sequence CUCCUCCCCUGCCUGGCCCAG. The protein sequence of the target gene is MRSLGANMAAALRAAGVLLRDPLASSSWRVCQPWRWKSGAAAAAVTTETAQHAQGAKPQVQPQKRKPKTGILMLNMGGPETLGDVHDFLLRLFLDRDLMTLPIQNKLAPFIAKRRTPKIQEQYRRIGGGSPIKIWTSKQGEGMVKLLDELSPNTAPHKYYIGFRYVHPLTEEAIEEMERDGLERAIAFTQYPQYSCSTTGSSLNAIYRYYNQVGRKPTMKWSTIDRWPTHHLLIQCFADHILKELDHFPLEKRSEVVILFSAHSLPMSVVNRGDPYPQEVSATVQKVMERLEYCNPYRLV.... Result: 0 (no interaction). (2) The miRNA is hsa-miR-6511a-5p with sequence CAGGCAGAAGUGGGGCUGACAGG. The protein sequence of the target gene is MQTPRPAMRMEAGEAAPPAGAGGRAAGGWGKWVRLNVGGTVFLTTRQTLCREQKSFLSRLCQGEELQSDRDETGAYLIDRDPTYFGPILNFLRHGKLVLDKDMAEEGVLEEAEFYNIGPLIRIIKDRMEEKDYTVTQVPPKHVYRVLQCQEEELTQMVSTMSDGWRFEQLVNIGSSYNYGSEDQAEFLCVVSKELHSTPNGLSSESSRKTKSTEEQLEEQQQQEEEVEEVEVEQVQVEADAQEKAQSSQDPANLFSLPPLPPPPLPAGGSRPHPLRPEAELAVRASPRPLARPQSCHPCC.... Result: 0 (no interaction). (3) The miRNA is mmu-miR-466d-3p with sequence UAUACAUACACGCACACAUAG. The protein sequence of the target gene is MGELRFKHLFWGSFVESGGTFQTVLIFLLIPCSLTVDYRAAPILSNTTFLWIWNVPTERCVGNVNDPIDLSFFSLIGSPRKTATGQPVTLFYVDRLGLYPHIDANQAEHYGGIPQRGDYQAHLRKAKTDIEHYIPDDKLGLAIIDWEEWRPTWLRNWKPKDNYRNKSIELVQSTNPGLSITEATQKAIQQFEEAGRKFMEGTLHLGKFLRPNQLWGYYLFPDCYNNKFQDPKYDGQCPAVEKKRNDNLKWLWKASTGLYPSVYLKKDLKSNRQATLYVRYRVVEAIRVSKVGNASDPVPI.... Result: 0 (no interaction).